This data is from Reaction yield outcomes from USPTO patents with 853,638 reactions. The task is: Predict the reaction yield, written as a fraction of the theoretical maximum amount of product (1.0 means a 100% yield; for example, 0.34 means a 34% yield). (1) The reactants are [CH3:1][O:2][C:3](=[O:16])[C:4]1[CH:9]=[C:8](I)[C:7]([C:11]([F:14])([F:13])[F:12])=[CH:6][C:5]=1[NH2:15].[CH2:17]([Sn](CCCC)(CCCC)C#C)[CH2:18]CC. The product is [CH3:1][O:2][C:3](=[O:16])[C:4]1[CH:9]=[C:8]([C:17]#[CH:18])[C:7]([C:11]([F:14])([F:13])[F:12])=[CH:6][C:5]=1[NH2:15]. The yield is 0.690. The catalyst is O1CCOCC1.C1C=CC([P]([Pd]([P](C2C=CC=CC=2)(C2C=CC=CC=2)C2C=CC=CC=2)([P](C2C=CC=CC=2)(C2C=CC=CC=2)C2C=CC=CC=2)[P](C2C=CC=CC=2)(C2C=CC=CC=2)C2C=CC=CC=2)(C2C=CC=CC=2)C2C=CC=CC=2)=CC=1. (2) The reactants are O[C:2]1([C:20]2[CH:25]=[CH:24][CH:23]=[CH:22][CH:21]=2)[CH2:19][CH:5]2[CH2:6][N:7]([C:9]([O:11][CH2:12][C:13]3[CH:18]=[CH:17][CH:16]=[CH:15][CH:14]=3)=[O:10])[CH2:8][CH:4]2[CH2:3]1.FC(F)(F)C(O)=O.C([SiH](CC)CC)C. The catalyst is ClCCl. The product is [C:20]1([C:2]2[CH2:19][CH:5]3[CH2:6][N:7]([C:9]([O:11][CH2:12][C:13]4[CH:18]=[CH:17][CH:16]=[CH:15][CH:14]=4)=[O:10])[CH2:8][CH:4]3[CH:3]=2)[CH:21]=[CH:22][CH:23]=[CH:24][CH:25]=1. The yield is 0.960.